The task is: Predict the reactants needed to synthesize the given product.. This data is from Full USPTO retrosynthesis dataset with 1.9M reactions from patents (1976-2016). (1) Given the product [F:14][C:15]1[CH:16]=[C:17]2[C:22](=[CH:23][CH:24]=1)[N:21]([CH3:25])[N:20]([C:11]([C:9]1[CH:10]=[C:5]3[N:4]=[CH:3][C:2]([Cl:1])=[CH:7][N:6]3[N:8]=1)=[O:13])[CH2:19][CH2:18]2, predict the reactants needed to synthesize it. The reactants are: [Cl:1][C:2]1[CH:3]=[N:4][C:5]2[N:6]([N:8]=[C:9]([C:11]([OH:13])=O)[CH:10]=2)[CH:7]=1.[F:14][C:15]1[CH:16]=[C:17]2[C:22](=[CH:23][CH:24]=1)[N:21]([CH3:25])[NH:20][CH2:19][CH2:18]2. (2) Given the product [CH2:19]([NH:21][C:22](=[O:36])[C:23]1[CH:28]=[CH:27][C:26]([N:29]2[CH2:30][CH2:31][N:32]([CH2:2][C:3]3[CH:16]=[N:15][C:6]4[C:7]5[N:8]([CH:12]=[CH:13][CH:14]=5)[C:9](=[O:11])[NH:10][C:5]=4[CH:4]=3)[CH2:33][CH2:34]2)=[C:25]([CH3:35])[CH:24]=1)[CH3:20], predict the reactants needed to synthesize it. The reactants are: O[CH2:2][C:3]1[CH:16]=[N:15][C:6]2[C:7]3[N:8]([CH:12]=[CH:13][CH:14]=3)[C:9](=[O:11])[NH:10][C:5]=2[CH:4]=1.Cl.Cl.[CH2:19]([NH:21][C:22](=[O:36])[C:23]1[CH:28]=[CH:27][C:26]([N:29]2[CH2:34][CH2:33][NH:32][CH2:31][CH2:30]2)=[C:25]([CH3:35])[CH:24]=1)[CH3:20].[I-].C(C[P+](C)(C)C)#N.C(N(C(C)C)C(C)C)C.